This data is from Reaction yield outcomes from USPTO patents with 853,638 reactions. The task is: Predict the reaction yield, written as a fraction of the theoretical maximum amount of product (1.0 means a 100% yield; for example, 0.34 means a 34% yield). (1) The reactants are [NH2:1][C:2](=[S:11])[C:3]([CH3:10])([CH3:9])[C:4]([O:6][CH2:7][CH3:8])=[O:5].Cl[CH2:13][C:14](=O)[CH3:15]. The catalyst is CN(C=O)C.C(OCC)C. The product is [CH3:9][C:3]([C:2]1[S:11][CH:13]=[C:14]([CH3:15])[N:1]=1)([CH3:10])[C:4]([O:6][CH2:7][CH3:8])=[O:5]. The yield is 0.900. (2) The reactants are C(N([CH:8]1[CH2:16][C:15]2[C:10](=[CH:11][C:12]3[Si:20]([CH3:22])([CH3:21])[C:19]4[CH:23]=[CH:24][CH:25]=[CH:26][C:18]=4[C:17](=[O:27])[C:13]=3[CH:14]=2)[N:9]1[CH3:28])CC=C)C=C.C[N:30]1C(=O)CC(=O)N(C)C1=O.C(=O)([O-])O.[Na+]. The catalyst is ClCCl. The yield is 0.960. The product is [NH2:30][C:24]1[CH:25]=[CH:26][C:18]2[C:17](=[O:27])[C:13]3[CH:14]=[C:15]4[C:10](=[CH:11][C:12]=3[Si:20]([CH3:21])([CH3:22])[C:19]=2[CH:23]=1)[N:9]([CH3:28])[CH2:8][CH2:16]4. (3) The reactants are O=[C:2]1[CH2:7][CH2:6][CH:5]([C:8]([O:10][CH2:11][CH3:12])=[O:9])[CH2:4][CH2:3]1.[CH2:13]([NH:20][CH2:21][C:22]1[CH:27]=[CH:26][CH:25]=[CH:24][CH:23]=1)[C:14]1[CH:19]=[CH:18][CH:17]=[CH:16][CH:15]=1.C(O[BH-](OC(=O)C)OC(=O)C)(=O)C.[Na+].Cl.[OH-].[Na+]. The catalyst is ClCCCl. The product is [CH2:21]([N:20]([CH:2]1[CH2:7][CH2:6][CH:5]([C:8]([O:10][CH2:11][CH3:12])=[O:9])[CH2:4][CH2:3]1)[CH2:13][C:14]1[CH:19]=[CH:18][CH:17]=[CH:16][CH:15]=1)[C:22]1[CH:27]=[CH:26][CH:25]=[CH:24][CH:23]=1. The yield is 0.840. (4) The reactants are [Cl:1]N1C(=O)CCC1=O.[Cl:9][C:10]1[CH:18]=[CH:17][CH:16]=[C:15]([Cl:19])[C:11]=1[CH:12]=[N:13][OH:14]. The catalyst is CN(C=O)C. The product is [Cl:1][O:14][N:13]=[CH:12][C:11]1[C:10]([Cl:9])=[CH:18][CH:17]=[CH:16][C:15]=1[Cl:19]. The yield is 0.750. (5) The reactants are N1C=CN=C1.[NH2:6][C:7]1[CH:12]=[CH:11][C:10]([CH2:13][CH2:14][CH2:15][OH:16])=[CH:9][CH:8]=1.[C:17]([Si:21](Cl)([CH3:23])[CH3:22])([CH3:20])([CH3:19])[CH3:18]. The catalyst is O1CCCC1. The product is [Si:21]([O:16][CH2:15][CH2:14][CH2:13][C:10]1[CH:9]=[CH:8][C:7]([NH2:6])=[CH:12][CH:11]=1)([C:17]([CH3:20])([CH3:19])[CH3:18])([CH3:23])[CH3:22]. The yield is 1.00.